From a dataset of Catalyst prediction with 721,799 reactions and 888 catalyst types from USPTO. Predict which catalyst facilitates the given reaction. (1) Reactant: [C:1]([O:5][C:6]([N:8]1[CH:13]2[CH2:14][CH2:15][CH2:16][CH:9]1[CH2:10][C:11](=[CH:17][C:18]([O:20][CH2:21][CH3:22])=[O:19])[CH2:12]2)=[O:7])([CH3:4])([CH3:3])[CH3:2]. The catalyst class is: 867. Product: [C:1]([O:5][C:6]([N:8]1[CH:9]2[CH2:16][CH2:15][CH2:14][CH:13]1[CH2:12][CH:11]([CH2:17][C:18]([O:20][CH2:21][CH3:22])=[O:19])[CH2:10]2)=[O:7])([CH3:4])([CH3:3])[CH3:2]. (2) Reactant: F[C:2]1[C:3]([I:8])=[N:4][CH:5]=[CH:6][CH:7]=1.[CH3:9][S-:10].[Na+]. Product: [I:8][C:3]1[C:2]([S:10][CH3:9])=[CH:7][CH:6]=[CH:5][N:4]=1. The catalyst class is: 3. (3) Reactant: [CH:1]1([C@H:7]([NH:12][C:13]([C:15]2[O:16][C:17]([C:20]3[CH:25]=[CH:24][CH:23]=[C:22]([CH2:26][NH2:27])[CH:21]=3)=[CH:18][CH:19]=2)=[O:14])[C:8](=[O:11])[NH:9][CH3:10])[CH2:6][CH2:5][CH2:4][CH2:3][CH2:2]1.[N:28]([CH:31]([CH3:33])[CH3:32])=[C:29]=[O:30]. Product: [CH:1]1([C@H:7]([NH:12][C:13]([C:15]2[O:16][C:17]([C:20]3[CH:25]=[CH:24][CH:23]=[C:22]([CH2:26][NH:27][C:29](=[O:30])[NH:28][CH:31]([CH3:33])[CH3:32])[CH:21]=3)=[CH:18][CH:19]=2)=[O:14])[C:8]([NH:9][CH3:10])=[O:11])[CH2:6][CH2:5][CH2:4][CH2:3][CH2:2]1. The catalyst class is: 3. (4) Reactant: Cl[C:2]1[C:7]([Cl:8])=[CH:6][C:5]([Cl:9])=[C:4]([Cl:10])[N:3]=1.[CH:11]1([C:14]2[NH:18][N:17]=[C:16]([NH2:19])[CH:15]=2)[CH2:13][CH2:12]1.C(N(CC)CC)C. Product: [Cl:8][C:7]1[C:2]([NH:19][C:16]2[CH:15]=[C:14]([CH:11]3[CH2:13][CH2:12]3)[NH:18][N:17]=2)=[N:3][C:4]([Cl:10])=[C:5]([Cl:9])[CH:6]=1. The catalyst class is: 37. (5) Reactant: [CH3:1][O-].[Na+].CO[C:6](=O)[CH2:7][C:8]([O:10][CH3:11])=[O:9].C([O:18][CH3:19])(=O)/C=C/C.[C:20]([OH:23])(=O)[CH3:21].[CH:24]([NH2:26])=[NH:25].Cl. Product: [OH:23][C:20]1[C:21]([CH:6]([CH3:1])[CH2:7][C:8]([O:10][CH3:11])=[O:9])=[C:19]([OH:18])[N:26]=[CH:24][N:25]=1. The catalyst class is: 5. (6) Reactant: [Br:1][C:2]1[CH:3]=[CH:4][C:5](Cl)=[N:6][CH:7]=1.[O:9]1[CH2:15][CH2:14][CH2:13][NH:12][CH2:11][CH2:10]1.C([O-])([O-])=O.[K+].[K+].O. Product: [Br:1][C:2]1[CH:3]=[CH:4][C:5]([N:12]2[CH2:13][CH2:14][CH2:15][O:9][CH2:10][CH2:11]2)=[N:6][CH:7]=1. The catalyst class is: 37.